From a dataset of Peptide-MHC class I binding affinity with 185,985 pairs from IEDB/IMGT. Regression. Given a peptide amino acid sequence and an MHC pseudo amino acid sequence, predict their binding affinity value. This is MHC class I binding data. (1) The peptide sequence is SDSSLVDE. The MHC is H-2-Kb with pseudo-sequence H-2-Kb. The binding affinity (normalized) is 0. (2) The peptide sequence is QAYAAPQLF. The MHC is HLA-A02:01 with pseudo-sequence HLA-A02:01. The binding affinity (normalized) is 0.213. (3) The peptide sequence is AELTIGVNY. The MHC is HLA-A01:01 with pseudo-sequence HLA-A01:01. The binding affinity (normalized) is 0.0348. (4) The peptide sequence is VIGLTTHCT. The MHC is HLA-A02:06 with pseudo-sequence HLA-A02:06. The binding affinity (normalized) is 0. (5) The binding affinity (normalized) is 0.593. The MHC is HLA-A02:01 with pseudo-sequence HLA-A02:01. The peptide sequence is FVADYLARF. (6) The peptide sequence is YTAGNKVDV. The MHC is HLA-A68:02 with pseudo-sequence HLA-A68:02. The binding affinity (normalized) is 0.278. (7) The peptide sequence is FHGVAKNPV. The MHC is HLA-B15:09 with pseudo-sequence HLA-B15:09. The binding affinity (normalized) is 0.590. (8) The peptide sequence is LTLAIYHPQQFVYAG. The MHC is HLA-B07:02 with pseudo-sequence HLA-B07:02. The binding affinity (normalized) is 0.0856. (9) The peptide sequence is MLLALIAVL. The MHC is HLA-A02:06 with pseudo-sequence HLA-A02:06. The binding affinity (normalized) is 0.421. (10) The peptide sequence is LIFNVKSKL. The MHC is HLA-A02:03 with pseudo-sequence HLA-A02:03. The binding affinity (normalized) is 0.524.